From a dataset of Forward reaction prediction with 1.9M reactions from USPTO patents (1976-2016). Predict the product of the given reaction. (1) Given the reactants C[O:2][C:3](=[O:40])[CH:4]([NH:12][C:13](=[O:39])[C:14]1[CH:19]=[CH:18][C:17]([CH:20]2[CH2:25][CH2:24][CH2:23][CH:22]([NH:26][CH:27]([C:29]3[C:38]4[C:33](=[CH:34][CH:35]=[CH:36][CH:37]=4)[CH:32]=[CH:31][CH:30]=3)[CH3:28])[CH2:21]2)=[CH:16][CH:15]=1)[CH2:5][C:6]1[CH:11]=[CH:10][CH:9]=[CH:8][CH:7]=1.COC(=O)[C@H](NC(=O)C1C=CC([C@H]2CCC[C@H](N[C@@H](C3C4C(=CC=CC=4)C=CC=3)C)C2)=CC=1)CC1C=CC=CC=1.[Li+].[OH-], predict the reaction product. The product is: [C:29]1([C@H:27]([NH:26][C@H:22]2[CH2:23][CH2:24][CH2:25][C@H:20]([C:17]3[CH:16]=[CH:15][C:14]([C:13]([NH:12][C@H:4]([CH2:5][C:6]4[CH:7]=[CH:8][CH:9]=[CH:10][CH:11]=4)[C:3]([OH:40])=[O:2])=[O:39])=[CH:19][CH:18]=3)[CH2:21]2)[CH3:28])[C:38]2[C:33](=[CH:34][CH:35]=[CH:36][CH:37]=2)[CH:32]=[CH:31][CH:30]=1. (2) Given the reactants [CH:1]1([C:4]#[C:5][C:6]2[CH:11]=[CH:10][CH:9]=[CH:8][C:7]=2[CH:12]([O:28][CH2:29][CH2:30][CH2:31][O:32][CH3:33])[CH:13]2[CH2:18][CH2:17][CH2:16][N:15](S(CC[Si](C)(C)C)(=O)=O)[CH2:14]2)[CH2:3][CH2:2]1.[F-].C([N+](CC)(CC)CC)C, predict the reaction product. The product is: [CH3:33][O:32][CH2:31][CH2:30][CH2:29][O:28][CH:12]([C:7]1[CH:8]=[CH:9][CH:10]=[CH:11][C:6]=1[C:5]#[C:4][CH:1]1[CH2:2][CH2:3]1)[CH:13]1[CH2:18][CH2:17][CH2:16][NH:15][CH2:14]1. (3) Given the reactants Cl[C:2]1([C:12]2[CH:17]=[CH:16][C:15]([Cl:18])=[CH:14][CH:13]=2)[C:10]2[C:5](=[CH:6][CH:7]=[CH:8][CH:9]=2)[C:4](=[O:11])[O:3]1.C(N(CC)CC)C.[CH3:26][C:27]1[CH:34]=[CH:33][C:30]([CH2:31][NH2:32])=[CH:29][CH:28]=1, predict the reaction product. The product is: [Cl:18][C:15]1[CH:16]=[CH:17][C:12]([C:2]2([OH:3])[C:10]3[C:5](=[CH:6][CH:7]=[CH:8][CH:9]=3)[C:4](=[O:11])[N:32]2[CH2:31][C:30]2[CH:33]=[CH:34][C:27]([CH3:26])=[CH:28][CH:29]=2)=[CH:13][CH:14]=1. (4) Given the reactants [C:1]([CH2:3][C:4]1([N:18]2[CH:22]=[C:21]([C:23]3[C:24]4[CH:31]=[CH:30][N:29]([CH2:32][O:33][CH2:34][CH2:35][Si:36]([CH3:39])([CH3:38])[CH3:37])[C:25]=4[N:26]=[CH:27][N:28]=3)[CH:20]=[N:19]2)[CH2:7][N:6]([C:8]2[CH:16]=[CH:15][C:11]([C:12](O)=[O:13])=[C:10]([F:17])[CH:9]=2)[CH2:5]1)#[N:2].[CH:40]1([C@@H:46]([NH2:48])[CH3:47])[CH2:45][CH2:44][CH2:43][CH2:42][CH2:41]1, predict the reaction product. The product is: [C:1]([CH2:3][C:4]1([N:18]2[CH:22]=[C:21]([C:23]3[C:24]4[CH:31]=[CH:30][N:29]([CH2:32][O:33][CH2:34][CH2:35][Si:36]([CH3:39])([CH3:38])[CH3:37])[C:25]=4[N:26]=[CH:27][N:28]=3)[CH:20]=[N:19]2)[CH2:5][N:6]([C:8]2[CH:16]=[CH:15][C:11]([C:12]([NH:48][C@H:46]([CH:40]3[CH2:45][CH2:44][CH2:43][CH2:42][CH2:41]3)[CH3:47])=[O:13])=[C:10]([F:17])[CH:9]=2)[CH2:7]1)#[N:2]. (5) The product is: [CH:5]1([CH2:12][C:13]([Cl:3])=[O:15])[CH2:11][CH2:10][CH2:9][CH2:8][CH2:7][CH2:6]1. Given the reactants S(Cl)([Cl:3])=O.[CH:5]1([CH2:12][C:13]([OH:15])=O)[CH2:11][CH2:10][CH2:9][CH2:8][CH2:7][CH2:6]1, predict the reaction product. (6) Given the reactants C([O:3][C:4]([C:6]1[CH:10]=[C:9]([CH3:11])[N:8]([C:12]2[CH:13]=[C:14]([C:18]3[CH:23]=[CH:22][CH:21]=[CH:20][C:19]=3[O:24][C:25]([F:28])([F:27])[F:26])[CH:15]=[CH:16][CH:17]=2)[N:7]=1)=[O:5])C.C(O)(=O)CC(CC(O)=O)(C(O)=O)O, predict the reaction product. The product is: [CH3:11][C:9]1[N:8]([C:12]2[CH:13]=[C:14]([C:18]3[CH:23]=[CH:22][CH:21]=[CH:20][C:19]=3[O:24][C:25]([F:28])([F:26])[F:27])[CH:15]=[CH:16][CH:17]=2)[N:7]=[C:6]([C:4]([OH:5])=[O:3])[CH:10]=1.